Predict the reaction yield, written as a fraction of the theoretical maximum amount of product (1.0 means a 100% yield; for example, 0.34 means a 34% yield). From a dataset of Reaction yield outcomes from USPTO patents with 853,638 reactions. (1) The reactants are [Cl:1][C:2]1[CH:3]=[C:4]2[C:9](=[CH:10][C:11]=1[O:12][C:13]1[CH:18]=[CH:17][C:16]([C:19](=[O:30])[NH:20][CH2:21][CH2:22][C:23]3[CH:28]=[CH:27][CH:26]=[C:25]([Cl:29])[CH:24]=3)=[CH:15][CH:14]=1)[O:8][CH2:7][CH2:6][CH:5]2[C:31]([OH:33])=[O:32].C[O-].[Na+:36]. The catalyst is O1CCCC1. The product is [Cl:1][C:2]1[CH:3]=[C:4]2[C:9](=[CH:10][C:11]=1[O:12][C:13]1[CH:14]=[CH:15][C:16]([C:19](=[O:30])[NH:20][CH2:21][CH2:22][C:23]3[CH:28]=[CH:27][CH:26]=[C:25]([Cl:29])[CH:24]=3)=[CH:17][CH:18]=1)[O:8][CH2:7][CH2:6][CH:5]2[C:31]([O-:33])=[O:32].[Na+:36]. The yield is 1.00. (2) The reactants are [CH3:1][NH:2][C:3]1[N:8]=[C:7]([NH:9][CH3:10])[C:6]([N+:11]([O-])=O)=[CH:5][N:4]=1.[ClH:14]. The catalyst is CCO.[Pd]. The product is [ClH:14].[CH3:1][NH:2][C:3]1[N:8]=[C:7]([NH:9][CH3:10])[C:6]([NH2:11])=[CH:5][N:4]=1. The yield is 0.970. (3) The reactants are [CH:1]1[C:10]2[C:5](=[CH:6][CH:7]=[CH:8][CH:9]=2)[CH:4]=[CH:3][C:2]=1[CH2:11][NH2:12].[CH:13]1([C:16](=O)[CH3:17])[CH2:15][CH2:14]1.CC(O)=O.[Na]. The catalyst is C(Cl)Cl. The product is [CH:13]1([CH:16]([NH:12][CH2:11][C:2]2[CH:3]=[CH:4][C:5]3[C:10](=[CH:9][CH:8]=[CH:7][CH:6]=3)[CH:1]=2)[CH3:17])[CH2:15][CH2:14]1. The yield is 0.560. (4) The reactants are Br[C:2]1[S:3][C:4]([NH:18][C:19]([C:21]2[CH:22]=[N:23][N:24]3[CH:29]=[CH:28][CH:27]=[N:26][C:25]=23)=[O:20])=[C:5]([C:7]2[CH:12]=[C:11]([Cl:13])[CH:10]=[CH:9][C:8]=2[O:14][CH:15]([F:17])[F:16])[N:6]=1.[O:30]1[C:34]2([CH2:39][CH2:38][NH:37][CH2:36][CH2:35]2)[O:33][CH2:32][CH2:31]1. The catalyst is CC(N(C)C)=O. The product is [Cl:13][C:11]1[CH:10]=[CH:9][C:8]([O:14][CH:15]([F:17])[F:16])=[C:7]([C:5]2[N:6]=[C:2]([N:37]3[CH2:38][CH2:39][C:34]4([O:33][CH2:32][CH2:31][O:30]4)[CH2:35][CH2:36]3)[S:3][C:4]=2[NH:18][C:19]([C:21]2[CH:22]=[N:23][N:24]3[CH:29]=[CH:28][CH:27]=[N:26][C:25]=23)=[O:20])[CH:12]=1. The yield is 0.590. (5) The reactants are [Br:1][C:2]1[CH:7]=[CH:6][C:5]([CH:8]=[CH2:9])=[C:4]([CH3:10])[CH:3]=1.Br[C:12]1C=CC(I)=C(CC)C=1.C[Si](C)(C)C=C. No catalyst specified. The product is [Br:1][C:2]1[CH:7]=[CH:6][C:5]([CH:8]=[CH2:9])=[C:4]([CH2:10][CH3:12])[CH:3]=1. The yield is 0.770. (6) The reactants are [CH:1]([C:3]1[CH:8]=[C:7]([O:9][CH2:10][CH2:11][CH2:12][CH2:13][CH2:14][CH2:15][CH3:16])[CH:6]=[CH:5][C:4]=1[NH:17][C:18](=O)[C@H:19]([CH3:25])[CH2:20][O:21][CH2:22][O:23][CH3:24])=O.CO.[NH3:29]. No catalyst specified. The product is [CH2:10]([O:9][C:7]1[CH:8]=[C:3]2[C:4](=[CH:5][CH:6]=1)[N:17]=[C:18]([C@H:19]([CH3:25])[CH2:20][O:21][CH2:22][O:23][CH3:24])[N:29]=[CH:1]2)[CH2:11][CH2:12][CH2:13][CH2:14][CH2:15][CH3:16]. The yield is 0.750. (7) The reactants are [CH2:1]([O:3][C:4](=[O:30])[C:5]([O:22][C:23]1[CH:28]=[CH:27][CH:26]=[CH:25][C:24]=1[F:29])([CH3:21])[CH2:6][C:7]1[CH:12]=[CH:11][C:10]([O:13]CC2C=CC=CC=2)=[CH:9][CH:8]=1)[CH3:2]. The catalyst is C(O)C.[Pd]. The product is [CH2:1]([O:3][C:4](=[O:30])[C:5]([O:22][C:23]1[CH:28]=[CH:27][CH:26]=[CH:25][C:24]=1[F:29])([CH3:21])[CH2:6][C:7]1[CH:8]=[CH:9][C:10]([OH:13])=[CH:11][CH:12]=1)[CH3:2]. The yield is 0.970. (8) The reactants are [CH3:1][O:2][C:3]1[CH:4]=[C:5]2[C:10](=[CH:11][C:12]=1[O:13][CH3:14])[N:9]=[CH:8][CH:7]=[C:6]2[O:15][C:16]1[CH:17]=[C:18]2[C:22](=[CH:23][CH:24]=1)[NH:21][CH:20]=[CH:19]2.C([SiH](CC)CC)C.[Na].O. The catalyst is FC(F)(F)C(O)=O.C(OCC)(=O)C. The product is [CH3:1][O:2][C:3]1[CH:4]=[C:5]2[C:10](=[CH:11][C:12]=1[O:13][CH3:14])[N:9]=[CH:8][CH:7]=[C:6]2[O:15][C:16]1[CH:17]=[C:18]2[C:22](=[CH:23][CH:24]=1)[NH:21][CH2:20][CH2:19]2. The yield is 0.663. (9) The reactants are [C:1]([O:5][C:6]([N:8]1[CH2:13][CH2:12][C:11]([C:22]2[NH:26][C:25]3[CH:27]=[CH:28][CH:29]=[CH:30][C:24]=3[N:23]=2)([NH:14][C:15]([O:17][C:18]([CH3:21])([CH3:20])[CH3:19])=[O:16])[CH2:10][CH2:9]1)=[O:7])([CH3:4])([CH3:3])[CH3:2].C(N(CC)CC)C.[C:38](O[C:38]([O:40][C:41]([CH3:44])([CH3:43])[CH3:42])=[O:39])([O:40][C:41]([CH3:44])([CH3:43])[CH3:42])=[O:39]. The catalyst is ClCCl.CN(C)C1C=CN=CC=1. The product is [C:41]([O:40][C:38]([N:26]1[C:25]2[CH:27]=[CH:28][CH:29]=[CH:30][C:24]=2[N:23]=[C:22]1[C:11]1([NH:14][C:15]([O:17][C:18]([CH3:21])([CH3:20])[CH3:19])=[O:16])[CH2:10][CH2:9][N:8]([C:6]([O:5][C:1]([CH3:2])([CH3:3])[CH3:4])=[O:7])[CH2:13][CH2:12]1)=[O:39])([CH3:44])([CH3:43])[CH3:42]. The yield is 0.870. (10) The product is [CH:26]([NH:33][C:34]([N:17]1[CH2:16][CH2:15][N:14]([CH:7]([C:8]2[CH:13]=[CH:12][CH:11]=[CH:10][CH:9]=2)[C:1]2[CH:6]=[CH:5][CH:4]=[CH:3][CH:2]=2)[CH2:19][CH2:18]1)=[O:35])([C:27]1[CH:28]=[CH:29][CH:30]=[CH:31][CH:32]=1)[C:20]1[CH:25]=[CH:24][CH:23]=[CH:22][CH:21]=1. The reactants are [C:1]1([CH:7]([N:14]2[CH2:19][CH2:18][NH:17][CH2:16][CH2:15]2)[C:8]2[CH:13]=[CH:12][CH:11]=[CH:10][CH:9]=2)[CH:6]=[CH:5][CH:4]=[CH:3][CH:2]=1.[C:20]1([CH:26]([N:33]=[C:34]=[O:35])[C:27]2[CH:32]=[CH:31][CH:30]=[CH:29][CH:28]=2)[CH:25]=[CH:24][CH:23]=[CH:22][CH:21]=1. The yield is 0.800. The catalyst is C(Cl)Cl.